Dataset: Peptide-MHC class I binding affinity with 185,985 pairs from IEDB/IMGT. Task: Regression. Given a peptide amino acid sequence and an MHC pseudo amino acid sequence, predict their binding affinity value. This is MHC class I binding data. (1) The peptide sequence is YMRERFEPM. The MHC is HLA-B46:01 with pseudo-sequence HLA-B46:01. The binding affinity (normalized) is 0.714. (2) The peptide sequence is MLHHYGIHY. The MHC is HLA-A69:01 with pseudo-sequence HLA-A69:01. The binding affinity (normalized) is 0.0847. (3) The peptide sequence is YTAFTIPSI. The MHC is HLA-A02:01 with pseudo-sequence HLA-A02:01. The binding affinity (normalized) is 0.816. (4) The peptide sequence is RLFRSPQVK. The MHC is HLA-A11:01 with pseudo-sequence HLA-A11:01. The binding affinity (normalized) is 0.393. (5) The peptide sequence is GLCNYGGILI. The MHC is HLA-A02:06 with pseudo-sequence HLA-A02:06. The binding affinity (normalized) is 0.212.